Dataset: Full USPTO retrosynthesis dataset with 1.9M reactions from patents (1976-2016). Task: Predict the reactants needed to synthesize the given product. (1) Given the product [F:30][C:24]1[CH:25]=[CH:26][CH:27]=[C:28]([F:29])[C:23]=1[NH:22][C:20](=[O:21])[C:19]1[CH:31]=[CH:32][CH:33]=[C:17]([C:9]2[N:10]=[C:11]3[CH:16]=[CH:15][CH:14]=[CH:13][N:12]3[C:8]=2[C:6]2[CH:5]=[CH:4][N:3]=[C:2]([NH:40][C:39]3[CH:41]=[C:35]([CH3:34])[C:36]([N:44]4[CH2:49][CH2:48][N:47]([S:50]([CH3:53])(=[O:52])=[O:51])[CH2:46][CH2:45]4)=[CH:37][C:38]=3[O:42][CH3:43])[N:7]=2)[CH:18]=1, predict the reactants needed to synthesize it. The reactants are: Cl[C:2]1[N:7]=[C:6]([C:8]2[N:12]3[CH:13]=[CH:14][CH:15]=[CH:16][C:11]3=[N:10][C:9]=2[C:17]2[CH:18]=[C:19]([CH:31]=[CH:32][CH:33]=2)[C:20]([NH:22][C:23]2[C:28]([F:29])=[CH:27][CH:26]=[CH:25][C:24]=2[F:30])=[O:21])[CH:5]=[CH:4][N:3]=1.[CH3:34][C:35]1[C:36]([N:44]2[CH2:49][CH2:48][N:47]([S:50]([CH3:53])(=[O:52])=[O:51])[CH2:46][CH2:45]2)=[CH:37][C:38]([O:42][CH3:43])=[C:39]([CH:41]=1)[NH2:40].C1(C)C=CC(S(O)(=O)=O)=CC=1.C(O)C(F)(F)F.N. (2) Given the product [Cl:1][C:2]1[CH:3]=[C:4]([C:5]([NH:29][CH2:27][CH3:28])=[O:6])[CH:8]=[CH:9][C:10]=1[C:11]([NH:12][C:13]1[CH:18]=[CH:17][C:16]([Cl:19])=[C:15]([C:20]2[CH:25]=[CH:24][CH:23]=[CH:22][N:21]=2)[CH:14]=1)=[O:26], predict the reactants needed to synthesize it. The reactants are: [Cl:1][C:2]1[CH:3]=[C:4]([CH:8]=[CH:9][C:10]=1[C:11](=[O:26])[NH:12][C:13]1[CH:18]=[CH:17][C:16]([Cl:19])=[C:15]([C:20]2[CH:25]=[CH:24][CH:23]=[CH:22][N:21]=2)[CH:14]=1)[C:5](O)=[O:6].[CH2:27]([NH2:29])[CH3:28]. (3) Given the product [Br:38][CH2:15][CH2:14][C:6]1[CH:7]=[CH:8][C:9]([O:10][CH:11]([F:13])[F:12])=[C:4]([O:3][CH:2]([F:17])[F:1])[CH:5]=1, predict the reactants needed to synthesize it. The reactants are: [F:1][CH:2]([F:17])[O:3][C:4]1[CH:5]=[C:6]([CH2:14][CH2:15]O)[CH:7]=[CH:8][C:9]=1[O:10][CH:11]([F:13])[F:12].C1(P(C2C=CC=CC=2)C2C=CC=CC=2)C=CC=CC=1.C(Br)(Br)(Br)[Br:38]. (4) Given the product [CH2:19]1[C:20](=[O:21])[N:16]([O:13][C:12]([CH2:11][CH2:10][CH2:9][S:8][S:7][C:2]2[N:1]=[CH:6][CH:5]=[CH:4][CH:3]=2)=[O:14])[C:17](=[O:22])[CH2:18]1, predict the reactants needed to synthesize it. The reactants are: [N:1]1[CH:6]=[CH:5][CH:4]=[CH:3][C:2]=1[S:7][S:8][CH2:9][CH2:10][CH2:11][C:12]([OH:14])=[O:13].O[N:16]1[C:20](=[O:21])[CH2:19][CH2:18][C:17]1=[O:22].CN(C)CCCN=C=NCC.C(OCC)(=O)C. (5) Given the product [Br:1][C:2]1[CH:3]=[CH:4][C:5]([CH2:8][S:9]([CH2:12][CH2:13][NH:18][C@H:15]([CH2:16][CH3:17])[CH3:14])(=[O:11])=[O:10])=[CH:6][CH:7]=1, predict the reactants needed to synthesize it. The reactants are: [Br:1][C:2]1[CH:7]=[CH:6][C:5]([CH2:8][S:9]([CH:12]=[CH2:13])(=[O:11])=[O:10])=[CH:4][CH:3]=1.[CH3:14][C@H:15]([NH2:18])[CH2:16][CH3:17]. (6) Given the product [CH2:23]([O:34][C:31]([C:6]1[N:5]([CH2:8][CH3:9])[C:4]([C:10]2[C:19]3[C:14](=[CH:15][CH:16]=[CH:17][CH:18]=3)[CH:13]=[CH:12][CH:11]=2)=[N:3][C:2]=1[Cl:1])=[O:32])[CH3:24], predict the reactants needed to synthesize it. The reactants are: [Cl:1][C:2]1[N:3]=[C:4]([C:10]2[C:19]3[C:14](=[CH:15][CH:16]=[CH:17][CH:18]=3)[CH:13]=[CH:12][CH:11]=2)[N:5]([CH2:8][CH3:9])[C:6]=1Cl.[Li]CC[CH2:23][CH3:24].CCCCCC.[C:31](=O)([O:34]C)[O:32]C. (7) Given the product [Br:1][C:2]1[CH:3]=[C:4]2[C:8](=[CH:9][CH:10]=1)[NH:7][C:6](=[O:11])[C:5]2=[CH:26][C:21]1[NH:22][C:23]2[C:19]([CH:20]=1)=[CH:18][C:17]([O:16][CH2:15][CH2:14][N:13]([CH3:12])[CH3:28])=[CH:25][CH:24]=2, predict the reactants needed to synthesize it. The reactants are: [Br:1][C:2]1[CH:3]=[C:4]2[C:8](=[CH:9][CH:10]=1)[NH:7][C:6](=[O:11])[CH2:5]2.[CH3:12][N:13]([CH3:28])[CH2:14][CH2:15][O:16][C:17]1[CH:18]=[C:19]2[C:23](=[CH:24][CH:25]=1)[NH:22][C:21]([CH:26]=O)=[CH:20]2.N1CCCCC1.